This data is from Catalyst prediction with 721,799 reactions and 888 catalyst types from USPTO. The task is: Predict which catalyst facilitates the given reaction. (1) Reactant: Cl[CH2:2][CH2:3][CH2:4][O:5][C:6]1[CH:7]=[N:8][CH:9]=[CH:10][CH:11]=1.[CH:12]([NH:15]C(C)C)([CH3:14])[CH3:13]. Product: [CH3:13][CH:12]([NH:15][CH2:2][CH2:3][CH2:4][O:5][C:6]1[CH:7]=[N:8][CH:9]=[CH:10][CH:11]=1)[CH3:14]. The catalyst class is: 5. (2) Reactant: [Br:1][C:2]1[CH:3]=[CH:4][C:5]([F:24])=[C:6]([C:8]([NH:17][S@@](C(C)(C)C)=O)([CH3:16])[CH2:9][C:10]2[CH2:15][CH2:14][CH2:13][CH2:12][CH:11]=2)[CH:7]=1.Cl. Product: [Br:1][C:2]1[CH:3]=[CH:4][C:5]([F:24])=[C:6]([C:8]([NH2:17])([CH3:16])[CH2:9][C:10]2[CH2:15][CH2:14][CH2:13][CH2:12][CH:11]=2)[CH:7]=1. The catalyst class is: 5.